From a dataset of Full USPTO retrosynthesis dataset with 1.9M reactions from patents (1976-2016). Predict the reactants needed to synthesize the given product. (1) Given the product [CH:1]([NH:4][S:5]([C:8]1[C:13]([Cl:14])=[CH:12][CH:11]=[C:10]([N+:15]([O-:17])=[O:16])[C:9]=1[OH:21])(=[O:7])=[O:6])([CH3:3])[CH3:2], predict the reactants needed to synthesize it. The reactants are: [CH:1]([NH:4][S:5]([C:8]1[C:13]([Cl:14])=[CH:12][CH:11]=[C:10]([N+:15]([O-:17])=[O:16])[C:9]=1Cl)(=[O:7])=[O:6])([CH3:3])[CH3:2].[H-].[Na+].[OH2:21]. (2) The reactants are: [C:1]([NH:5][S:6]([C:9]1[CH:14]=[CH:13][CH:12]=[C:11]([C:15]2[N:23]3[C:18]([CH:19]=[N:20][C:21](O)=[N:22]3)=[CH:17][CH:16]=2)[CH:10]=1)(=[O:8])=[O:7])([CH3:4])([CH3:3])[CH3:2].[NH2:25][C:26]1[CH:31]=[CH:30][C:29]([CH:32]2[CH2:37][CH2:36][N:35]([CH2:38][CH2:39][OH:40])[CH2:34][CH2:33]2)=[CH:28][CH:27]=1.C1C=CC(N(S(C(F)(F)F)(=O)=O)S(C(F)(F)F)(=O)=O)=CC=1. Given the product [C:1]([NH:5][S:6]([C:9]1[CH:14]=[CH:13][CH:12]=[C:11]([C:15]2[N:23]3[C:18]([CH:19]=[N:20][C:21]([NH:25][C:26]4[CH:31]=[CH:30][C:29]([CH:32]5[CH2:37][CH2:36][N:35]([CH2:38][CH2:39][OH:40])[CH2:34][CH2:33]5)=[CH:28][CH:27]=4)=[N:22]3)=[CH:17][CH:16]=2)[CH:10]=1)(=[O:8])=[O:7])([CH3:3])([CH3:2])[CH3:4], predict the reactants needed to synthesize it. (3) Given the product [CH3:46][Si:47]([C:50]#[C:51][C:2]1[CH:7]=[C:6]([O:8][CH2:9][CH2:10][CH2:11][CH2:12][CH2:13][CH2:14][CH2:15][CH3:16])[C:5]([C:40]#[C:45][Si:47]([CH3:49])([CH3:48])[CH3:46])=[CH:4][C:3]=1[O:18][CH2:19][CH2:20][CH2:21][CH2:22][CH2:23][CH2:24][CH2:25][CH3:26])([CH3:49])[CH3:48], predict the reactants needed to synthesize it. The reactants are: I[C:2]1[CH:7]=[C:6]([O:8][CH2:9][CH2:10][CH2:11][CH2:12][CH2:13][CH2:14][CH2:15][CH3:16])[C:5](I)=[CH:4][C:3]=1[O:18][CH2:19][CH2:20][CH2:21][CH2:22][CH2:23][CH2:24][CH2:25][CH3:26].C1C=CC(P([C:40]2[CH:45]=CC=CC=2)C2C=CC=CC=2)=CC=1.[CH3:46][Si:47]([C:50]#[CH:51])([CH3:49])[CH3:48]. (4) Given the product [Cl:5][C:6]1[CH:7]=[C:8]2[C:12](=[CH:13][CH:14]=1)[N:11]([CH2:15][C:16]1[CH:21]=[CH:20][C:19]([O:22][CH3:23])=[CH:18][C:17]=1[O:24][CH3:25])[C:10](=[O:26])[C:9]2([C:28]1[CH:33]=[C:32]([CH2:34][O:35][CH3:1])[CH:31]=[CH:30][C:29]=1[Cl:36])[CH3:27], predict the reactants needed to synthesize it. The reactants are: [CH3:1]I.[H-].[Na+].[Cl:5][C:6]1[CH:7]=[C:8]2[C:12](=[CH:13][CH:14]=1)[N:11]([CH2:15][C:16]1[CH:21]=[CH:20][C:19]([O:22][CH3:23])=[CH:18][C:17]=1[O:24][CH3:25])[C:10](=[O:26])[C:9]2([C:28]1[CH:33]=[C:32]([CH2:34][OH:35])[CH:31]=[CH:30][C:29]=1[Cl:36])[CH3:27]. (5) Given the product [CH3:19][O:18][C:15]1[CH:16]=[CH:17][C:12]([CH2:11][C@H:10]([NH:20][C:21](=[O:37])[C@@H:22]([NH:24][C:25]([C:27]2[N:35]([CH3:36])[C:34]3[C:29](=[N:30][CH:31]=[CH:32][CH:33]=3)[CH:28]=2)=[O:26])[CH3:23])[C:9]([OH:38])=[O:8])=[CH:13][CH:14]=1, predict the reactants needed to synthesize it. The reactants are: C([O:8][C:9](=[O:38])[C@@H:10]([NH:20][C:21](=[O:37])[C@@H:22]([NH:24][C:25]([C:27]1[N:35]([CH3:36])[C:34]2[C:29](=[N:30][CH:31]=[CH:32][CH:33]=2)[CH:28]=1)=[O:26])[CH3:23])[CH2:11][C:12]1[CH:17]=[CH:16][C:15]([O:18][CH3:19])=[CH:14][CH:13]=1)C1C=CC=CC=1.